From a dataset of Catalyst prediction with 721,799 reactions and 888 catalyst types from USPTO. Predict which catalyst facilitates the given reaction. (1) Reactant: Cl[C:2]1[CH:7]=[CH:6][N:5]=[C:4]2[CH:8]=[CH:9][NH:10][C:3]=12.[Cl:11][C:12]1[CH:31]=[CH:30][C:15]([CH2:16][CH:17]([NH:26][C:27](=[O:29])[OH:28])[C:18](=[O:25])[N:19]2[CH2:24][CH2:23][NH:22][CH2:21][CH2:20]2)=[CH:14][CH:13]=1. Product: [C:15]([O:29][C:27](=[O:28])[NH:26][CH:17]([CH2:16][C:15]1[CH:14]=[CH:13][C:12]([Cl:11])=[CH:31][CH:30]=1)[C:18](=[O:25])[N:19]1[CH2:20][CH2:21][N:22]([C:2]2[CH:7]=[CH:6][N:5]=[C:4]3[CH:8]=[CH:9][NH:10][C:3]=23)[CH2:23][CH2:24]1)([CH3:30])([CH3:16])[CH3:14]. The catalyst class is: 113. (2) Reactant: C(N(CC)[CH:4]=[CH:5][C:6]1[CH:11]=[C:10]([F:12])[C:9]([F:13])=[CH:8][C:7]=1[N+:14]([O-])=O)C. Product: [F:12][C:10]1[CH:11]=[C:6]2[C:7](=[CH:8][C:9]=1[F:13])[NH:14][CH:4]=[CH:5]2. The catalyst class is: 565. (3) Reactant: [CH3:1][CH2:2][CH2:3][NH:4][C@@H:5]1[CH2:14][C:9]2[S:10][C:11]([NH2:13])=[N:12][C:8]=2[CH2:7][CH2:6]1.Cl.C(O)(=O)COCCOCC(O)=O.C1CN([P+](ON2N=NC3C=CC=CC2=3)(N2CCCC2)N2CCCC2)CC1.F[P-](F)(F)(F)(F)F.CN1CCOCC1. Product: [CH3:1][CH2:2][CH2:3][NH:4][C@@H:5]1[CH2:14][C:9]2[S:10][C:11]([NH2:13])=[N:12][C:8]=2[CH2:7][CH2:6]1. The catalyst class is: 16. (4) Reactant: [Cl:1][C:2]1[CH:3]=[C:4]([CH2:9][C:10]([OH:12])=O)[CH:5]=[CH:6][C:7]=1[OH:8].C1N=CN(C(N2C=NC=C2)=O)C=1.[CH2:25]([N:29]1[C:37]2[N:36]=[C:35]([Cl:38])[NH:34][C:33]=2[C:32](=[O:39])[N:31]([CH2:40][CH2:41][CH2:42]/[C:43](=[N:46]/[H])/[NH:44]O)[C:30]1=[O:48])[CH2:26][CH2:27][CH3:28]. Product: [CH2:25]([N:29]1[C:37]2[N:36]=[C:35]([Cl:38])[NH:34][C:33]=2[C:32](=[O:39])[N:31]([CH2:40][CH2:41][CH2:42][C:43]2[N:44]=[C:10]([CH2:9][C:4]3[CH:5]=[CH:6][C:7]([OH:8])=[C:2]([Cl:1])[CH:3]=3)[O:12][N:46]=2)[C:30]1=[O:48])[CH2:26][CH2:27][CH3:28]. The catalyst class is: 16.